From a dataset of Forward reaction prediction with 1.9M reactions from USPTO patents (1976-2016). Predict the product of the given reaction. (1) The product is: [C:41]([C@@H:40]([NH:39][C:12]([C:10]1[CH:9]=[CH:8][C:7]([CH:15]2[CH2:19][CH2:18][O:17][CH2:16]2)=[C:6]([O:5][CH2:4][CH:1]2[CH2:2][CH2:3]2)[N:11]=1)=[O:14])[CH2:44][CH:45]([CH3:47])[CH3:46])(=[O:42])[NH2:43]. Given the reactants [CH:1]1([CH2:4][O:5][C:6]2[N:11]=[C:10]([C:12]([OH:14])=O)[CH:9]=[CH:8][C:7]=2[CH:15]2[CH2:19][CH2:18][O:17][CH2:16]2)[CH2:3][CH2:2]1.C1(COC2N=C(C(O)=O)C=CC=2C2CCCO2)CC1.[NH2:39][C@@H:40]([CH2:44][CH:45]([CH3:47])[CH3:46])[C:41]([NH2:43])=[O:42], predict the reaction product. (2) Given the reactants [CH2:1]([N:8]1[C:12]2[N:13]=[C:14](Cl)[CH:15]=[C:16]([C:17]([O:19][CH2:20][C:21]3[CH:26]=[CH:25][CH:24]=[CH:23][CH:22]=3)=[O:18])[C:11]=2[CH:10]=[N:9]1)[C:2]1[CH:7]=[CH:6][CH:5]=[CH:4][CH:3]=1.[F:28][C:29]1(C(OC)=O)[CH:34]=[CH:33][CH:32]=[C:31](B(O)O)[CH2:30]1.[C:42](=[O:45])([O-])[O-:43].[Cs+].[Cs+].[CH3:48]N(C=O)C, predict the reaction product. The product is: [CH2:1]([N:8]1[C:12]2[N:13]=[C:14]([C:32]3[CH:33]=[CH:34][C:29]([F:28])=[C:30]([C:42]([O:43][CH3:48])=[O:45])[CH:31]=3)[CH:15]=[C:16]([C:17]([O:19][CH2:20][C:21]3[CH:26]=[CH:25][CH:24]=[CH:23][CH:22]=3)=[O:18])[C:11]=2[CH:10]=[N:9]1)[C:2]1[CH:7]=[CH:6][CH:5]=[CH:4][CH:3]=1. (3) Given the reactants [CH:1]1([C:7]2[CH:20]=[CH:19][C:10]([O:11][CH2:12][C@H:13]3[O:17][C:16]([NH2:18])=[N:15][CH2:14]3)=[CH:9][CH:8]=2)[CH2:6][CH2:5][CH2:4][CH2:3][CH2:2]1.C1O[C@H]1CCl.C1(C2C=CC(O)=CC=2)CCCCC1.[C:39]([C:46](OCC)=[O:47])#[C:40][C:41]([O:43][CH2:44][CH3:45])=[O:42], predict the reaction product. The product is: [CH2:44]([O:43][C:41]([C:40]1[N:15]2[CH2:14][C@@H:13]([CH2:12][O:11][C:10]3[CH:19]=[CH:20][C:7]([CH:1]4[CH2:2][CH2:3][CH2:4][CH2:5][CH2:6]4)=[CH:8][CH:9]=3)[O:17][C:16]2=[N:18][C:46](=[O:47])[CH:39]=1)=[O:42])[CH3:45].